From a dataset of TCR-epitope binding with 47,182 pairs between 192 epitopes and 23,139 TCRs. Binary Classification. Given a T-cell receptor sequence (or CDR3 region) and an epitope sequence, predict whether binding occurs between them. (1) The epitope is PROT_97E67BCC. The TCR CDR3 sequence is CASVLMRTNNEQFF. Result: 1 (the TCR binds to the epitope). (2) The epitope is CINGVCWTV. The TCR CDR3 sequence is CASSHVFRVQETQYF. Result: 0 (the TCR does not bind to the epitope).